Dataset: Full USPTO retrosynthesis dataset with 1.9M reactions from patents (1976-2016). Task: Predict the reactants needed to synthesize the given product. (1) Given the product [NH2:1][C:2]1[S:3][C:4]([C:17]2[CH:22]=[CH:21][CH:20]=[C:19]([F:23])[CH:18]=2)=[C:5]([C:7]([N:9]2[C@H:14]([CH2:15][NH:16][C:31]([C:30]3[N:26]([CH2:24][CH3:25])[N:27]=[C:28]([CH3:34])[CH:29]=3)=[O:32])[CH2:13][C@H:12]3[C@@H:10]2[CH2:11]3)=[O:8])[N:6]=1, predict the reactants needed to synthesize it. The reactants are: [NH2:1][C:2]1[S:3][C:4]([C:17]2[CH:22]=[CH:21][CH:20]=[C:19]([F:23])[CH:18]=2)=[C:5]([C:7]([N:9]2[C@H:14]([CH2:15][NH2:16])[CH2:13][C@H:12]3[C@@H:10]2[CH2:11]3)=[O:8])[N:6]=1.[CH2:24]([N:26]1[C:30]([C:31](O)=[O:32])=[CH:29][C:28]([CH3:34])=[N:27]1)[CH3:25]. (2) The reactants are: [CH2:1]([O:8][N:9]1[C:14]2[N:15]=[CH:16][N:17]=[C:18]([CH3:19])[C:13]=2[C:12](O)=[CH:11][C:10]1=[O:21])[C:2]1[CH:7]=[CH:6][CH:5]=[CH:4][CH:3]=1.C([N:24]([CH2:27][CH3:28])CC)C. Given the product [CH2:1]([O:8][N:9]1[C:14]2[N:15]=[CH:16][N:17]=[C:18]([CH3:19])[C:13]=2[C:12]([NH:9][CH2:14][C:13]2[CH:18]=[C:28]([CH:10]=[CH:11][CH:12]=2)[C:27]#[N:24])=[CH:11][C:10]1=[O:21])[C:2]1[CH:7]=[CH:6][CH:5]=[CH:4][CH:3]=1, predict the reactants needed to synthesize it. (3) Given the product [CH3:1][O:2][C:3](=[O:29])[C:4]1[CH:9]=[CH:8][C:7]([CH2:10][N:11]([C:13]2[CH:18]=[CH:17][C:16]([OH:19])=[CH:15][C:14]=2[CH3:27])[CH3:12])=[CH:6][C:5]=1[CH3:28], predict the reactants needed to synthesize it. The reactants are: [CH3:1][O:2][C:3](=[O:29])[C:4]1[CH:9]=[CH:8][C:7]([CH2:10][N:11]([C:13]2[CH:18]=[CH:17][C:16]([O:19][Si](C(C)(C)C)(C)C)=[CH:15][C:14]=2[CH3:27])[CH3:12])=[CH:6][C:5]=1[CH3:28].CCCC[N+](CCCC)(CCCC)CCCC.[F-].C1COCC1. (4) Given the product [F:1][CH2:2][CH2:3][O:4][C:5]1[CH:6]=[C:7]([C:8]2[S:10][C:17]([CH3:25])=[C:18]([C:19]([O:21][CH2:22][CH3:23])=[O:20])[N:9]=2)[CH:11]=[CH:12][C:13]=1[O:14][CH3:15], predict the reactants needed to synthesize it. The reactants are: [F:1][CH2:2][CH2:3][O:4][C:5]1[CH:6]=[C:7]([CH:11]=[CH:12][C:13]=1[O:14][CH3:15])[C:8](=[S:10])[NH2:9].Br[CH:17]([CH3:25])[C:18](=O)[C:19]([O:21][CH2:22][CH3:23])=[O:20]. (5) Given the product [Br:23][C:22]1[CH:21]=[CH:20][S:19][C:18]=1[C:7]1[CH:12]=[CH:11][CH:10]=[CH:9][CH:8]=1, predict the reactants needed to synthesize it. The reactants are: C([O-])([O-])=O.[Na+].[Na+].[C:7]1(OB(O)O)[CH:12]=[CH:11][CH:10]=[CH:9][CH:8]=1.Br[C:18]1[S:19][CH:20]=[CH:21][C:22]=1[Br:23]. (6) Given the product [CH3:18][N:19]([CH3:35])[C@H:20]1[CH2:24][CH2:23][N:22]([C:25]([C:27]2[CH:31]=[C:30]([CH3:32])[NH:29][C:28]=2[CH:33]=[C:10]2[C:9]3[C:13](=[CH:14][CH:15]=[CH:16][C:8]=3[C:4]3[CH:5]=[CH:6][CH:7]=[C:2]([F:1])[CH:3]=3)[NH:12][C:11]2=[O:17])=[O:26])[CH2:21]1, predict the reactants needed to synthesize it. The reactants are: [F:1][C:2]1[CH:3]=[C:4]([C:8]2[CH:16]=[CH:15][CH:14]=[C:13]3[C:9]=2[CH2:10][C:11](=[O:17])[NH:12]3)[CH:5]=[CH:6][CH:7]=1.[CH3:18][N:19]([CH3:35])[C@H:20]1[CH2:24][CH2:23][N:22]([C:25]([C:27]2[CH:31]=[C:30]([CH3:32])[NH:29][C:28]=2[CH:33]=O)=[O:26])[CH2:21]1. (7) The reactants are: Cl[C:2]1[CH:7]=[C:6](F)[CH:5]=[CH:4][C:3]=1[CH2:9][C:10]([NH2:12])=O.[Cl:13][C:14]1[CH:19]=[CH:18][CH:17]=[C:16]([Cl:20])[C:15]=1[CH2:21][C:22]([NH2:24])=[O:23]. Given the product [C:9]1([C@H:21]2[C@H:21]([C:15]3[C:14]([Cl:13])=[CH:19][CH:18]=[CH:17][C:16]=3[Cl:20])[C:22](=[O:23])[NH:24][C:22]2=[O:23])[C:3]2=[C:4]3[C:5](=[CH:6][CH:7]=[CH:2]2)[CH2:19][CH2:14][CH2:15][N:12]3[CH:10]=1, predict the reactants needed to synthesize it.